From a dataset of Forward reaction prediction with 1.9M reactions from USPTO patents (1976-2016). Predict the product of the given reaction. (1) Given the reactants [NH2:1][CH2:2][C@@H:3]1[C@H:8]([CH3:9])[CH2:7][CH2:6][CH2:5][N:4]1[C:10]([C:12]1[CH:17]=[C:16]([CH3:18])[CH:15]=[CH:14][C:13]=1C1C=NN(C)C=1)=[O:11].CC1C=CC([N:35]2[CH:39]=[C:38]([CH3:40])[CH:37]=[N:36]2)=C(C=1)C(O)=O, predict the reaction product. The product is: [NH2:1][CH2:2][C@@H:3]1[C@H:8]([CH3:9])[CH2:7][CH2:6][CH2:5][N:4]1[C:10]([C:12]1[CH:17]=[C:16]([CH3:18])[CH:15]=[CH:14][C:13]=1[N:35]1[CH:39]=[C:38]([CH3:40])[CH:37]=[N:36]1)=[O:11]. (2) Given the reactants [Cl:1][C:2]1[CH:7]=[CH:6][N:5]=[C:4]([NH2:8])[C:3]=1I.C(S)[CH2:11][S:12]([O-])(=O)=O.[Na+], predict the reaction product. The product is: [Cl:1][C:2]1[CH:7]=[CH:6][N:5]=[C:4]([NH2:8])[C:3]=1[S:12][CH3:11]. (3) Given the reactants [CH2:1]([NH2:3])[CH3:2].Cl[C:5]1[C:12]([N+:13]([O-:15])=[O:14])=[CH:11][CH:10]=[C:9]([Cl:16])[C:6]=1[C:7]#[N:8], predict the reaction product. The product is: [Cl:16][C:9]1[C:6]([C:7]#[N:8])=[C:5]([NH:3][CH2:1][CH3:2])[C:12]([N+:13]([O-:15])=[O:14])=[CH:11][CH:10]=1. (4) The product is: [ClH:18].[NH2:17][CH2:2][C:3]([C:5]1[CH:10]=[CH:9][CH:8]=[C:7]([C:11]([F:14])([F:13])[F:12])[CH:6]=1)=[O:4]. Given the reactants Br[CH2:2][C:3]([C:5]1[CH:10]=[CH:9][CH:8]=[C:7]([C:11]([F:14])([F:13])[F:12])[CH:6]=1)=[O:4].C(#[N:17])C.[ClH:18].C(O)C, predict the reaction product. (5) Given the reactants [NH:1]1[C:5]2=[N:6][CH:7]=[CH:8][CH:9]=[C:4]2[CH:3]=[CH:2]1.[CH3:10][O:11][C:12]1[CH:17]=[CH:16][CH:15]=[CH:14][C:13]=1[N:18]1[CH2:23][CH2:22][NH:21][CH2:20][CH2:19]1.[C:24]([O-])(=O)C.[Na+].C=O, predict the reaction product. The product is: [CH3:10][O:11][C:12]1[CH:17]=[CH:16][CH:15]=[CH:14][C:13]=1[N:18]1[CH2:23][CH2:22][N:21]([CH2:24][C:2]2[NH:1][C:5]3=[N:6][CH:7]=[CH:8][CH:9]=[C:4]3[CH:3]=2)[CH2:20][CH2:19]1.